This data is from Catalyst prediction with 721,799 reactions and 888 catalyst types from USPTO. The task is: Predict which catalyst facilitates the given reaction. (1) Reactant: C([O:3][C:4](=O)[CH2:5][O:6][CH2:7][N:8]1[C:16]2[C:11](=[CH:12][C:13]([Cl:17])=[CH:14][CH:15]=2)[C:10]([CH3:18])=[C:9]1[C:19]1[CH:20]=[N:21][CH:22]=[CH:23][CH:24]=1)C.[H-].[Al+3].[Li+].[H-].[H-].[H-]. Product: [Cl:17][C:13]1[CH:12]=[C:11]2[C:16](=[CH:15][CH:14]=1)[N:8]([CH2:7][O:6][CH2:5][CH2:4][OH:3])[C:9]([C:19]1[CH:20]=[N:21][CH:22]=[CH:23][CH:24]=1)=[C:10]2[CH3:18]. The catalyst class is: 1. (2) Reactant: CO.C([O:10][C:11]1[C:12]([CH3:26])=[C:13]([CH3:25])[C:14]([NH:18][C:19](=[O:24])[C:20]([CH3:23])([CH3:22])[CH3:21])=[N:15][C:16]=1[CH3:17])C1C=CC=CC=1. Product: [OH:10][C:11]1[C:12]([CH3:26])=[C:13]([CH3:25])[C:14]([NH:18][C:19](=[O:24])[C:20]([CH3:21])([CH3:22])[CH3:23])=[N:15][C:16]=1[CH3:17]. The catalyst class is: 45. (3) Reactant: C(N(CC)CC)C.[Cl:8][C:9]1[CH:17]=[CH:16][C:12]([C:13](O)=[O:14])=[CH:11][C:10]=1[NH:18][C:19]([C:21]1[C:32](=[O:33])[NH:31][C:24]2[N:25]=[C:26]([O:29][CH3:30])[N:27]=[CH:28][C:23]=2[CH:22]=1)=[O:20].CN(C(ON1N=NC2C=CC=NC1=2)=[N+](C)C)C.F[P-](F)(F)(F)(F)F.[C:58]([O:62][C:63](=[O:75])[NH:64][CH2:65][CH2:66][CH:67]([NH2:74])[C:68]1[CH:73]=[CH:72][CH:71]=[CH:70][CH:69]=1)([CH3:61])([CH3:60])[CH3:59]. Product: [C:58]([O:62][C:63](=[O:75])[NH:64][CH2:65][CH2:66][CH:67]([NH:74][C:13](=[O:14])[C:12]1[CH:16]=[CH:17][C:9]([Cl:8])=[C:10]([NH:18][C:19]([C:21]2[C:32](=[O:33])[NH:31][C:24]3[N:25]=[C:26]([O:29][CH3:30])[N:27]=[CH:28][C:23]=3[CH:22]=2)=[O:20])[CH:11]=1)[C:68]1[CH:73]=[CH:72][CH:71]=[CH:70][CH:69]=1)([CH3:61])([CH3:59])[CH3:60]. The catalyst class is: 3. (4) Reactant: C([O:5][C:6](=[O:34])[C@H:7]([CH2:27][C:28]1[CH:33]=[CH:32][CH:31]=[CH:30][CH:29]=1)[NH:8][S:9]([C:12]1[CH:21]=[C:20]2[C:15]([C:16]([Cl:26])=[CH:17][N:18]=[C:19]2[NH:22][C:23]([NH2:25])=[NH:24])=[CH:14][CH:13]=1)(=[O:11])=[O:10])(C)(C)C.[C:35]([C:39]([OH:41])=[O:40])([F:38])([F:37])[F:36]. Product: [F:36][C:35]([F:38])([F:37])[C:39]([OH:41])=[O:40].[Cl:26][C:16]1[C:15]2[C:20](=[CH:21][C:12]([S:9]([NH:8][C@H:7]([C:6]([OH:34])=[O:5])[CH2:27][C:28]3[CH:33]=[CH:32][CH:31]=[CH:30][CH:29]=3)(=[O:10])=[O:11])=[CH:13][CH:14]=2)[C:19]([NH:22][C:23]([NH2:25])=[NH:24])=[N:18][CH:17]=1. The catalyst class is: 390. (5) Reactant: [C:1]([O:5][C:6]([N:8]1[CH2:14][CH2:13][CH:12]2[CH:10]([O:11]2)[CH2:9]1)=[O:7])([CH3:4])([CH3:3])[CH3:2].[N-:15]=[N+:16]=[N-:17].[Na+].[Cl-].[NH4+]. Product: [C:1]([O:5][C:6]([N:8]1[CH2:14][CH2:13][C@@H:12]([N:15]=[N+:16]=[N-:17])[C@H:10]([OH:11])[CH2:9]1)=[O:7])([CH3:4])([CH3:3])[CH3:2].[C:1]([O:5][C:6]([N:8]1[CH2:14][CH2:13][C@H:12]([OH:11])[C@@H:10]([N:15]=[N+:16]=[N-:17])[CH2:9]1)=[O:7])([CH3:4])([CH3:3])[CH3:2]. The catalyst class is: 8.